This data is from Reaction yield outcomes from USPTO patents with 853,638 reactions. The task is: Predict the reaction yield, written as a fraction of the theoretical maximum amount of product (1.0 means a 100% yield; for example, 0.34 means a 34% yield). (1) The reactants are Cl[C:2]1[C:23]([O:24][CH2:25][CH2:26][O:27][CH2:28][CH2:29][O:30][CH3:31])=[CH:22][C:5]([C:6]([NH:8][S:9]([C:12]2[CH:17]=[CH:16][CH:15]=[CH:14][C:13]=2[S:18](=[O:21])(=[O:20])[NH2:19])(=[O:11])=[O:10])=[O:7])=[CH:4][N:3]=1.[O:32]1[C:36]2[CH:37]=[CH:38][CH:39]=[CH:40][C:35]=2[CH:34]=[C:33]1B(O)O. No catalyst specified. The product is [O:32]1[C:36]2[CH:37]=[CH:38][CH:39]=[CH:40][C:35]=2[CH:34]=[C:33]1[C:2]1[C:23]([O:24][CH2:25][CH2:26][O:27][CH2:28][CH2:29][O:30][CH3:31])=[CH:22][C:5]([C:6]([NH:8][S:9]([C:12]2[CH:17]=[CH:16][CH:15]=[CH:14][C:13]=2[S:18](=[O:21])(=[O:20])[NH2:19])(=[O:11])=[O:10])=[O:7])=[CH:4][N:3]=1. The yield is 0.310. (2) The reactants are [CH:1]([Si:4]([CH:9]([CH3:11])[CH3:10])([CH:6]([CH3:8])[CH3:7])[SH:5])([CH3:3])[CH3:2].[H-].[Na+].[H][H].[C:16]([O:19][C:20]1[CH:25]=[CH:24][CH:23]=[C:22](I)[CH:21]=1)(=[O:18])[CH3:17]. The catalyst is C1COCC1.C1(C)C=CC=CC=1.C1C=CC([P]([Pd]([P](C2C=CC=CC=2)(C2C=CC=CC=2)C2C=CC=CC=2)([P](C2C=CC=CC=2)(C2C=CC=CC=2)C2C=CC=CC=2)[P](C2C=CC=CC=2)(C2C=CC=CC=2)C2C=CC=CC=2)(C2C=CC=CC=2)C2C=CC=CC=2)=CC=1. The product is [C:16]([O:19][C:20]1[CH:25]=[CH:24][CH:23]=[C:22]([S:5][Si:4]([CH:1]([CH3:3])[CH3:2])([CH:6]([CH3:8])[CH3:7])[CH:9]([CH3:11])[CH3:10])[CH:21]=1)(=[O:18])[CH3:17]. The yield is 0.520. (3) The reactants are [Cl:1][C:2]1[CH:7]=[CH:6][C:5]([C:8]2[C:12]([CH2:13][O:14][C:15]3[CH:23]=[CH:22][C:18]([C:19]([OH:21])=O)=[CH:17][N:16]=3)=[CH:11][O:10][N:9]=2)=[CH:4][CH:3]=1.[NH2:24][CH:25]1[CH2:28][N:27]([C:29]([O:31][C:32]([CH3:35])([CH3:34])[CH3:33])=[O:30])[CH2:26]1. No catalyst specified. The product is [C:32]([O:31][C:29]([N:27]1[CH2:28][CH:25]([NH:24][C:19]([C:18]2[CH:17]=[N:16][C:15]([O:14][CH2:13][C:12]3[C:8]([C:5]4[CH:4]=[CH:3][C:2]([Cl:1])=[CH:7][CH:6]=4)=[N:9][O:10][CH:11]=3)=[CH:23][CH:22]=2)=[O:21])[CH2:26]1)=[O:30])([CH3:35])([CH3:33])[CH3:34]. The yield is 0.680. (4) The reactants are [CH3:1][N:2]([CH2:4][CH:5]([C:13]1([OH:19])[CH2:18][CH2:17][CH2:16][CH2:15][CH2:14]1)[C:6]1[CH:7]=[CH:8][C:9]([OH:12])=[CH:10][CH:11]=1)[CH3:3].[CH:20]([OH:22])=[O:21]. The catalyst is O1CCCC1. The product is [CH3:1][N:2]([CH2:4][CH:5]([C:13]1([OH:19])[CH2:18][CH2:17][CH2:16][CH2:15][CH2:14]1)[C:6]1[CH:7]=[CH:8][C:9]([OH:12])=[CH:10][CH:11]=1)[CH3:3].[CH:20]([O-:22])=[O:21]. The yield is 0.890. (5) The product is [CH3:1][C:2]1[N:3]=[C:4]2[C:9]([NH:10][CH2:11][C:12]3[C:13]([CH3:19])=[CH:14][CH:15]=[CH:16][C:17]=3[CH3:18])=[CH:8][C:7]([CH2:20][OH:21])=[CH:6][N:5]2[C:25]=1[CH3:26]. The yield is 0.670. The catalyst is O1CCCC1. The reactants are [CH3:1][C:2]1[N:3]=[C:4]2[C:9]([NH:10][CH2:11][C:12]3[C:17]([CH3:18])=[CH:16][CH:15]=[CH:14][C:13]=3[CH3:19])=[CH:8][C:7]([C:20](OCC)=[O:21])=[CH:6][N:5]2[C:25]=1[CH3:26].[H-].[H-].[H-].[H-].[Li+].[Al+3].O.[OH-].[Na+].